This data is from Forward reaction prediction with 1.9M reactions from USPTO patents (1976-2016). The task is: Predict the product of the given reaction. (1) Given the reactants C([O-])(=O)C.[NH4+].[O:6]=[C:7]1[N:12]([CH2:13][CH:14]=O)[C:11]2[CH:16]=[CH:17][CH:18]=[CH:19][C:10]=2[O:9][CH2:8]1.C([BH3-])#[N:21].[Na+].N, predict the reaction product. The product is: [NH2:21][CH2:14][CH2:13][N:12]1[C:11]2[CH:16]=[CH:17][CH:18]=[CH:19][C:10]=2[O:9][CH2:8][C:7]1=[O:6]. (2) The product is: [CH3:12][C:11]1[C:10]([CH3:13])=[C:9]2[C:4]([C:5]3([CH2:15][CH2:16][CH2:17]3)[CH2:6][CH2:7][NH:8]2)=[CH:3][C:2]=1[OH:1]. Given the reactants [OH:1][C:2]1[CH:3]=[C:4]2[C:9](=[C:10]([CH3:13])[C:11]=1[CH3:12])[NH:8][C:7](=O)[CH2:6][C:5]12[CH2:17][CH2:16][CH2:15]1.B.C1COCC1.Cl, predict the reaction product.